The task is: Predict the reactants needed to synthesize the given product.. This data is from Full USPTO retrosynthesis dataset with 1.9M reactions from patents (1976-2016). (1) Given the product [CH2:1]([O:8][C:9]1[CH:14]=[CH:13][C:12]([O:15][CH2:16][C:17]2[CH:22]=[CH:21][CH:20]=[CH:19][CH:18]=2)=[CH:11][C:10]=1[O:23][CH2:25][C:26]([C:28]1[CH:33]=[CH:32][CH:31]=[CH:30][CH:29]=1)=[O:27])[C:2]1[CH:3]=[CH:4][CH:5]=[CH:6][CH:7]=1, predict the reactants needed to synthesize it. The reactants are: [CH2:1]([O:8][C:9]1[CH:14]=[CH:13][C:12]([O:15][CH2:16][C:17]2[CH:22]=[CH:21][CH:20]=[CH:19][CH:18]=2)=[CH:11][C:10]=1[OH:23])[C:2]1[CH:7]=[CH:6][CH:5]=[CH:4][CH:3]=1.Br[CH2:25][C:26]([C:28]1[CH:33]=[CH:32][CH:31]=[CH:30][CH:29]=1)=[O:27].C(=O)([O-])O.[K+].C1OCCOCCOCCOCCOCCOC1. (2) The reactants are: [CH3:1][C:2](C1C=C(O)C=C(C=1)O)([CH3:9])[CH2:3][CH2:4][CH2:5][CH2:6][CH2:7][CH3:8].CC(=O)CCCCCC.[CH3:27][O:28][C:29]1[CH:34]=[CH:33][CH:32]=[C:31]([O:35][CH3:36])[C:30]=1[OH:37].CC(O)(CCCCCC)C. Given the product [CH3:1][C:2]([C:34]1[C:29]([O:28][CH3:27])=[C:30]([OH:37])[C:31]([O:35][CH3:36])=[CH:32][CH:33]=1)([CH3:9])[CH2:3][CH2:4][CH2:5][CH2:6][CH2:7][CH3:8], predict the reactants needed to synthesize it. (3) Given the product [CH2:1]([C:3]1[CH:12]=[C:11]([CH3:13])[C:10]2[C:9](=[O:14])[N:8]([C:34]3[CH:39]=[CH:38][CH:37]=[CH:36][CH:35]=3)[C@@H:7]3[CH2:15][N:16]([C:18]([O:20][C:21]([CH3:23])([CH3:22])[CH3:24])=[O:19])[CH2:17][C@H:6]3[C:5]=2[CH:4]=1)[CH3:2], predict the reactants needed to synthesize it. The reactants are: [CH2:1]([C:3]1[CH:12]=[C:11]([CH3:13])[C:10]2[C:9](=[O:14])[NH:8][C@@H:7]3[CH2:15][N:16]([C:18]([O:20][C:21]([CH3:24])([CH3:23])[CH3:22])=[O:19])[CH2:17][C@H:6]3[C:5]=2[CH:4]=1)[CH3:2].P([O-])([O-])([O-])=O.[K+].[K+].[K+].I[C:34]1[CH:39]=[CH:38][CH:37]=[CH:36][CH:35]=1.CNCCNC. (4) Given the product [C:15]([O:18][CH2:19][CH2:20][CH2:21][CH2:22][O:1][C:2]1[C:9]([CH3:10])=[C:8]([O:11][CH2:12][CH2:13][CH3:14])[CH:7]=[CH:6][C:3]=1[CH:4]=[O:5])(=[O:17])[CH3:16], predict the reactants needed to synthesize it. The reactants are: [OH:1][C:2]1[C:9]([CH3:10])=[C:8]([O:11][CH2:12][CH2:13][CH3:14])[CH:7]=[CH:6][C:3]=1[CH:4]=[O:5].[C:15]([O:18][CH2:19][CH2:20][CH2:21][CH2:22]Br)(=[O:17])[CH3:16]. (5) Given the product [Br:1][C:2]1[C:3]2[O:11][C:13]([N:24]3[CH2:29][CH2:28][O:27][CH2:26][CH2:25]3)=[N:12][C:7](=[O:9])[C:4]=2[S:5][CH:6]=1, predict the reactants needed to synthesize it. The reactants are: [Br:1][C:2]1[C:3]([OH:11])=[C:4]([C:7]([O:9]C)=O)[S:5][CH:6]=1.[N:12]#[C:13]Br.C(N(CC)C(C)C)(C)C.[NH:24]1[CH2:29][CH2:28][O:27][CH2:26][CH2:25]1. (6) Given the product [CH3:1][C@H:2]1[N:6]([S:7]([C:10]2[CH:15]=[CH:14][CH:13]=[CH:12][CH:11]=2)(=[O:9])=[O:8])[CH2:5][C@@H:4]([CH2:16][N:17]2[C:25]3[C:20](=[CH:21][C:22]([C:26]4[CH:30]=[N:29][NH:28][CH:27]=4)=[CH:23][CH:24]=3)[CH:19]=[CH:18]2)[CH2:3]1, predict the reactants needed to synthesize it. The reactants are: [CH3:1][C@H:2]1[N:6]([S:7]([C:10]2[CH:15]=[CH:14][CH:13]=[CH:12][CH:11]=2)(=[O:9])=[O:8])[CH2:5][C@@H:4]([CH2:16][N:17]2[C:25]3[C:20](=[CH:21][C:22]([C:26]4[CH:27]=[N:28][N:29](C5CCCCO5)[CH:30]=4)=[CH:23][CH:24]=3)[CH:19]=[CH:18]2)[CH2:3]1.C1(C)C=CC(S(O)(=O)=O)=CC=1.C(=O)(O)[O-].[Na+]. (7) The reactants are: [N+:1]([C:4]1[CH:5]=[C:6]([N:10]([CH2:18][C:19]2[CH:24]=[CH:23][CH:22]=[C:21]([O:25][C:26]([F:31])([F:30])[CH:27]([F:29])[F:28])[CH:20]=2)[CH2:11][CH:12]([OH:17])[C:13]([F:16])([F:15])[F:14])[CH:7]=[CH:8][CH:9]=1)([O-])=O. Given the product [NH2:1][C:4]1[CH:5]=[C:6]([N:10]([CH2:18][C:19]2[CH:24]=[CH:23][CH:22]=[C:21]([O:25][C:26]([F:30])([F:31])[CH:27]([F:28])[F:29])[CH:20]=2)[CH2:11][CH:12]([OH:17])[C:13]([F:16])([F:15])[F:14])[CH:7]=[CH:8][CH:9]=1, predict the reactants needed to synthesize it.